Dataset: Forward reaction prediction with 1.9M reactions from USPTO patents (1976-2016). Task: Predict the product of the given reaction. (1) Given the reactants [Cl:1][C:2]1[CH:7]=[C:6]([N:8]2[C:13](=[O:14])[NH:12][C:11](=[O:15])[CH:10]=[N:9]2)[CH:5]=[C:4]([Cl:16])[C:3]=1[CH:17]([C:21]1[CH:26]=[CH:25][C:24]([Cl:27])=[CH:23][CH:22]=1)[C:18](Cl)=[O:19].Cl[CH2:29][CH2:30][Mg].[NH4+].[Cl-].O, predict the reaction product. The product is: [Cl:16][C:4]1[CH:5]=[C:6]([N:8]2[C:13](=[O:14])[NH:12][C:11](=[O:15])[CH:10]=[N:9]2)[CH:7]=[C:2]([Cl:1])[C:3]=1[CH:17]([C:21]1[CH:26]=[CH:25][C:24]([Cl:27])=[CH:23][CH:22]=1)[C:18](=[O:19])[CH2:29][CH3:30]. (2) Given the reactants [CH3:1][C:2]1[CH:7]=[C:6]([C:8]2[C:16]3[C:11](=[CH:12][CH:13]=[C:14]([C:17]([OH:19])=O)[CH:15]=3)[NH:10][N:9]=2)[CH:5]=[CH:4][N:3]=1.[NH2:20][CH:21]1[CH2:26][CH2:25][CH2:24][N:23]([CH2:27][C:28]2[C:33]([O:34][CH3:35])=[CH:32][CH:31]=[CH:30][C:29]=2[F:36])[C:22]1=[O:37].C(N=C=NCCCN(C)C)C.OC1C2N=NNC=2C=CC=1.C(N(CC)C(C)C)(C)C, predict the reaction product. The product is: [F:36][C:29]1[CH:30]=[CH:31][CH:32]=[C:33]([O:34][CH3:35])[C:28]=1[CH2:27][N:23]1[CH2:24][CH2:25][CH2:26][CH:21]([NH:20][C:17]([C:14]2[CH:15]=[C:16]3[C:11](=[CH:12][CH:13]=2)[NH:10][N:9]=[C:8]3[C:6]2[CH:5]=[CH:4][N:3]=[C:2]([CH3:1])[CH:7]=2)=[O:19])[C:22]1=[O:37]. (3) Given the reactants [CH:1]([C:3]1[N:7]([CH2:8][C:9]([O:11]C(C)(C)C)=[O:10])[CH:6]=[N:5][C:4]=1[C:16]1[CH:21]=[CH:20][CH:19]=[CH:18][CH:17]=1)=O.[CH3:22][C:23]1[CH:28]=[CH:27][N:26]=[C:25]([NH2:29])[N:24]=1, predict the reaction product. The product is: [NH2:29][C:25]1[N:24]=[C:23](/[CH:22]=[CH:1]/[C:3]2[N:7]([CH2:8][C:9]([OH:11])=[O:10])[CH:6]=[N:5][C:4]=2[C:16]2[CH:17]=[CH:18][CH:19]=[CH:20][CH:21]=2)[CH:28]=[CH:27][N:26]=1.